From a dataset of Reaction yield outcomes from USPTO patents with 853,638 reactions. Predict the reaction yield, written as a fraction of the theoretical maximum amount of product (1.0 means a 100% yield; for example, 0.34 means a 34% yield). (1) The reactants are P(Cl)(Cl)(Cl)=O.[CH2:6]1[C:10]2=[CH:11][C:12]3[CH:13]=[N:14][CH:15]=[CH:16][C:17]=3[N:9]2[CH2:8][CH2:7]1.CN(C)[CH:20]=[O:21]. No catalyst specified. The product is [CH2:6]1[C:10]2=[C:11]([CH:20]=[O:21])[C:12]3[CH:13]=[N:14][CH:15]=[CH:16][C:17]=3[N:9]2[CH2:8][CH2:7]1. The yield is 0.970. (2) The reactants are [Cl:1][C:2]1[CH:3]=[C:4]([C@@H:12]([CH2:22][CH:23]2[CH2:27][CH2:26][CH2:25][CH2:24]2)[C:13](NC2C=CN(C)N=2)=[O:14])[CH:5]=[CH:6][C:7]=1[S:8]([CH3:11])(=[O:10])=[O:9].C(Cl)(=O)C(Cl)=O.N1C(C)=CC=CC=1C.[CH3:42][O:43][C:44](=[O:61])[C:45]1[CH:50]=[CH:49][C:48]([CH:51]([N:55]2[CH:59]=[CH:58][C:57]([NH2:60])=[N:56]2)[CH2:52][CH2:53][CH3:54])=[CH:47][CH:46]=1. The catalyst is C(Cl)Cl. The product is [CH3:42][O:43][C:44](=[O:61])[C:45]1[CH:46]=[CH:47][C:48]([CH:51]([N:55]2[CH:59]=[CH:58][C:57]([NH:60][C:13](=[O:14])[C@@H:12]([C:4]3[CH:5]=[CH:6][C:7]([S:8]([CH3:11])(=[O:9])=[O:10])=[C:2]([Cl:1])[CH:3]=3)[CH2:22][CH:23]3[CH2:24][CH2:25][CH2:26][CH2:27]3)=[N:56]2)[CH2:52][CH2:53][CH3:54])=[CH:49][CH:50]=1. The yield is 0.470. (3) The reactants are C([O:8][C:9]1[CH:14]=[CH:13][C:12]([N:15]2[CH2:19][C@H:18]([CH2:20][OH:21])[O:17][C:16]2=[O:22])=[CH:11][C:10]=1[F:23])C1C=CC=CC=1. The catalyst is C1COCC1.CO.[Pd]. The product is [F:23][C:10]1[CH:11]=[C:12]([N:15]2[CH2:19][C@H:18]([CH2:20][OH:21])[O:17][C:16]2=[O:22])[CH:13]=[CH:14][C:9]=1[OH:8]. The yield is 0.700. (4) The reactants are [Cl:1][C:2]1[CH:3]=[C:4]([NH:17][C:18]2[C:23]3=[C:24]([CH2:27][S:28][C:29]4[CH:34]=[CH:33][CH:32]=[CH:31][CH:30]=4)[CH:25]=[CH:26][N:22]3[N:21]=[CH:20][N:19]=2)[CH:5]=[CH:6][C:7]=1[O:8][CH2:9][C:10]1[CH:15]=[CH:14][CH:13]=[C:12]([F:16])[CH:11]=1.ClC1C=CC=C(C(OO)=[O:43])C=1. The catalyst is C(Cl)(Cl)Cl. The product is [C:29]1([S:28]([CH2:27][C:24]2[CH:25]=[CH:26][N:22]3[C:23]=2[C:18]([NH:17][C:4]2[CH:5]=[CH:6][C:7]([O:8][CH2:9][C:10]4[CH:15]=[CH:14][CH:13]=[C:12]([F:16])[CH:11]=4)=[C:2]([Cl:1])[CH:3]=2)=[N:19][CH:20]=[N:21]3)=[O:43])[CH:30]=[CH:31][CH:32]=[CH:33][CH:34]=1. The yield is 0.900. (5) The reactants are P(Cl)(Cl)(Cl)(Cl)Cl.[Cl:7][S:8]([OH:11])(=O)=[O:9].[CH2:12]([C:14]1[C:15](=[O:26])[NH:16][C:17]([CH3:25])=[C:18]([C:20]2[S:21][CH:22]=[CH:23][CH:24]=2)[CH:19]=1)[CH3:13]. The catalyst is C(Cl)(Cl)Cl. The product is [CH2:12]([C:14]1[C:15](=[O:26])[NH:16][C:17]([CH3:25])=[C:18]([C:20]2[S:21][C:22]([S:8]([Cl:7])(=[O:11])=[O:9])=[CH:23][CH:24]=2)[CH:19]=1)[CH3:13]. The yield is 0.970. (6) The reactants are [CH2:1]([O:8][C:9]1[CH:10]=[C:11]([CH:14]=[C:15]([I:18])[C:16]=1[OH:17])[CH:12]=[O:13])[C:2]1[CH:7]=[CH:6][CH:5]=[CH:4][CH:3]=1.C(=O)([O-])[O-].[K+].[K+].Br[CH2:26][CH2:27][CH3:28]. The catalyst is CN(C=O)C.O. The product is [CH2:1]([O:8][C:9]1[CH:10]=[C:11]([CH:14]=[C:15]([I:18])[C:16]=1[O:17][CH2:26][CH2:27][CH3:28])[CH:12]=[O:13])[C:2]1[CH:3]=[CH:4][CH:5]=[CH:6][CH:7]=1. The yield is 0.830.